From a dataset of Full USPTO retrosynthesis dataset with 1.9M reactions from patents (1976-2016). Predict the reactants needed to synthesize the given product. (1) Given the product [OH:8][C@H:9]1[C:25]2[N:16]3[CH2:17][CH2:18][C:19]4[CH:20]=[CH:21][CH:22]=[CH:23][C:24]=4[C:15]3=[CH:14][C:13]=2[C@:12]2([OH:29])[O:26][C:27](=[O:28])[C@@H:10]1[CH2:11]2, predict the reactants needed to synthesize it. The reactants are: [Si]([O:8][C@H:9]1[C:25]2[N:16]3[CH2:17][CH2:18][C:19]4[CH:20]=[CH:21][CH:22]=[CH:23][C:24]=4[C:15]3=[CH:14][C:13]=2[C@@:12]2([O:29][Si](C(C)(C)C)(C)C)[O:26][C:27](=[O:28])[C@@H:10]1[CH2:11]2)(C(C)(C)C)(C)C.[F-].C([N+](CCCC)(CCCC)CCCC)CCC.[K+].[Br-]. (2) The reactants are: C(OC(=O)[NH:7][CH2:8][C:9]1[CH:14]=[CH:13][CH:12]=[C:11]([C:15]2[NH:39][C:18]3=[N:19][CH:20]=[C:21]([Br:38])[C:22]([N:23]4[CH2:28][CH2:27][N:26]([CH2:29][C:30](=[O:37])[NH:31][C:32]5[S:33][CH:34]=[CH:35][N:36]=5)[CH2:25][CH2:24]4)=[C:17]3[N:16]=2)[CH:10]=1)(C)(C)C.FC(F)(F)C(O)=O. Given the product [NH2:7][CH2:8][C:9]1[CH:10]=[C:11]([C:15]2[NH:39][C:18]3=[N:19][CH:20]=[C:21]([Br:38])[C:22]([N:23]4[CH2:24][CH2:25][N:26]([CH2:29][C:30]([NH:31][C:32]5[S:33][CH:34]=[CH:35][N:36]=5)=[O:37])[CH2:27][CH2:28]4)=[C:17]3[N:16]=2)[CH:12]=[CH:13][CH:14]=1, predict the reactants needed to synthesize it. (3) Given the product [CH3:1][O:2][C:3]1[CH:4]=[C:5]2[C:9](=[CH:10][CH:11]=1)[N:8]([C:22]([O:21][C:18]([CH3:20])([CH3:19])[CH3:17])=[O:23])[C:7]([CH3:12])=[C:6]2[CH2:13][C:14]([O:16][CH3:32])=[O:15], predict the reactants needed to synthesize it. The reactants are: [CH3:1][O:2][C:3]1[CH:4]=[C:5]2[C:9](=[CH:10][CH:11]=1)[NH:8][C:7]([CH3:12])=[C:6]2[CH2:13][C:14]([OH:16])=[O:15].[CH3:17][C:18]([O:21][C:22](O[C:22]([O:21][C:18]([CH3:20])([CH3:19])[CH3:17])=[O:23])=[O:23])([CH3:20])[CH3:19].[CH3:32]O. (4) Given the product [CH2:13]([N:3]1[C:4]2[CH:10]=[CH:9][CH:8]=[CH:7][C:5]=2[N:6]=[C:2]1[Br:1])[CH:12]=[CH2:11], predict the reactants needed to synthesize it. The reactants are: [Br:1][C:2]1[NH:6][C:5]2[CH:7]=[CH:8][CH:9]=[CH:10][C:4]=2[N:3]=1.[CH2:11](Br)[CH:12]=[CH2:13].O1CCOCC1.[OH-].[Na+]. (5) Given the product [NH3:5].[Br:2][C:3]1[CH:8]=[C:7]([CH2:9][NH:15][CH2:14][CH2:13][O:12][CH3:11])[CH:6]=[N:5][CH:4]=1, predict the reactants needed to synthesize it. The reactants are: Cl.[Br:2][C:3]1[CH:4]=[N:5][CH:6]=[C:7]([CH2:9]Cl)[CH:8]=1.[CH3:11][O:12][CH2:13][CH2:14][NH2:15].C(=O)([O-])[O-].[K+].[K+].O. (6) Given the product [C:1]([C:3]1[C:4]([N:16]2[CH2:17][CH2:18][CH:19]([C:22](=[O:24])[NH:37][S:34]([CH2:33][C:27]3[CH:28]=[CH:29][C:30]([Cl:32])=[CH:31][C:26]=3[Cl:25])(=[O:35])=[O:36])[CH2:20][CH2:21]2)=[N:5][C:6]([O:14][CH3:15])=[C:7]([CH:8]=1)[C:9]([O:11][CH2:12][CH3:13])=[O:10])#[N:2], predict the reactants needed to synthesize it. The reactants are: [C:1]([C:3]1[C:4]([N:16]2[CH2:21][CH2:20][CH:19]([C:22]([OH:24])=O)[CH2:18][CH2:17]2)=[N:5][C:6]([O:14][CH3:15])=[C:7]([C:9]([O:11][CH2:12][CH3:13])=[O:10])[CH:8]=1)#[N:2].[Cl:25][C:26]1[CH:31]=[C:30]([Cl:32])[CH:29]=[CH:28][C:27]=1[CH2:33][S:34]([NH2:37])(=[O:36])=[O:35].